The task is: Predict the reaction yield, written as a fraction of the theoretical maximum amount of product (1.0 means a 100% yield; for example, 0.34 means a 34% yield).. This data is from Reaction yield outcomes from USPTO patents with 853,638 reactions. (1) The reactants are [Br:1][C:2]1[CH:3]=[C:4]2[C:9](=[CH:10][C:11]=1[O:12][CH2:13][C:14]1[CH:15]=[C:16]([S:20]([CH3:28])(=[N:22]C(OCC)=O)=[O:21])[CH:17]=[CH:18][CH:19]=1)[N:8]=[CH:7][N:6]=[C:5]2[NH:29][CH2:30][C@@H:31]([OH:33])[CH3:32].[O-]CC.[Na+].C(=O)(O)[O-].[Na+]. The catalyst is C(O)C. The product is [Br:1][C:2]1[CH:3]=[C:4]2[C:9](=[CH:10][C:11]=1[O:12][CH2:13][C:14]1[CH:15]=[C:16]([S:20]([CH3:28])(=[NH:22])=[O:21])[CH:17]=[CH:18][CH:19]=1)[N:8]=[CH:7][N:6]=[C:5]2[NH:29][CH2:30][C@@H:31]([OH:33])[CH3:32]. The yield is 0.860. (2) The reactants are Br[C:2]1[CH:3]=[C:4]([C:8](=[O:11])[CH2:9][CH3:10])[CH:5]=[CH:6][CH:7]=1.[C:12]([O:16][CH2:17][CH3:18])(=[O:15])[CH:13]=[CH2:14].C(N(CC)CC)C. The catalyst is CN(C=O)C. The product is [C:8]([C:4]1[CH:3]=[C:2](/[CH:14]=[CH:13]/[C:12]([O:16][CH2:17][CH3:18])=[O:15])[CH:7]=[CH:6][CH:5]=1)(=[O:11])[CH2:9][CH3:10]. The yield is 0.790. (3) The reactants are [CH3:1][C:2]1([CH3:8])[CH2:6][CH2:5][C:4](=O)[CH2:3]1.[C:9](#[N:13])[CH2:10][C:11]#[N:12].C([O-])(=O)C.[NH4+].C(O)(=O)C. The catalyst is C1(C)C=CC=CC=1. The product is [CH3:1][C:2]1([CH3:8])[CH2:6][CH2:5][C:4](=[C:10]([C:9]#[N:13])[C:11]#[N:12])[CH2:3]1. The yield is 0.830. (4) The reactants are [NH2:1][C:2]1[CH:3]=[N:4][N:5]([CH3:22])[C:6]=1[N:7]1[CH2:12][CH2:11][CH2:10][C@H:9]([CH2:13][NH:14]C(=O)OC(C)(C)C)[CH2:8]1.[NH2:23][C:24]1[C:25]([C:31]([OH:33])=O)=[N:26][C:27](Br)=[CH:28][CH:29]=1.[F:34][C:35]1[CH:40]=[CH:39][CH:38]=[CH:37][C:36]=1B(O)O. No catalyst specified. The product is [NH2:23][C:24]1[C:25]([C:31]([NH:1][C:2]2[CH:3]=[N:4][N:5]([CH3:22])[C:6]=2[N:7]2[CH2:12][CH2:11][CH2:10][C@H:9]([CH2:13][NH2:14])[CH2:8]2)=[O:33])=[N:26][C:27]([C:36]2[CH:37]=[CH:38][CH:39]=[CH:40][C:35]=2[F:34])=[CH:28][CH:29]=1. The yield is 0.180. (5) The catalyst is C1COCC1. The reactants are [CH3:1][O:2][C:3]1[CH:8]=[C:7]([O:9][CH3:10])[CH:6]=[CH:5][C:4]=1[CH2:11][CH2:12][CH2:13][CH2:14][N:15]=[N+]=[N-].[H-].[H-].[H-].[H-].[Li+].[Al+3]. The yield is 0.640. The product is [CH3:1][O:2][C:3]1[CH:8]=[C:7]([O:9][CH3:10])[CH:6]=[CH:5][C:4]=1[CH2:11][CH2:12][CH2:13][CH2:14][NH2:15]. (6) The reactants are C(OC([N:8]1[CH2:12][CH2:11][CH2:10][CH:9]1[C:13]1[NH:14][C:15]([C:18]2[CH:27]=[CH:26][C:25]3[C:20](=[CH:21][CH:22]=[C:23]([Br:28])[CH:24]=3)[CH:19]=2)=[CH:16][N:17]=1)=O)(C)(C)C.FC(F)(F)C(O)=O. The catalyst is ClCCl. The product is [Br:28][C:23]1[CH:24]=[C:25]2[C:20](=[CH:21][CH:22]=1)[CH:19]=[C:18]([C:15]1[NH:14][C:13]([CH:9]3[CH2:10][CH2:11][CH2:12][NH:8]3)=[N:17][CH:16]=1)[CH:27]=[CH:26]2. The yield is 0.980. (7) The reactants are [Cl:1][C:2]1[CH:26]=[CH:25][CH:24]=[C:23]([N+:27]([O-])=O)[C:3]=1[C:4]([N:6]([C:10](=O)[C@H:11]([NH:14][C:15](=[O:21])[O:16][C:17]([CH3:20])([CH3:19])[CH3:18])[CH2:12][CH3:13])[CH:7]1[CH2:9][CH2:8]1)=[O:5].C([O-])(O)=O.[Na+]. The catalyst is C(O)(=O)C.C(OCC)(=O)C.[Zn]. The product is [Cl:1][C:2]1[CH:26]=[CH:25][CH:24]=[C:23]2[C:3]=1[C:4](=[O:5])[N:6]([CH:7]1[CH2:9][CH2:8]1)[C:10]([C@H:11]([NH:14][C:15](=[O:21])[O:16][C:17]([CH3:20])([CH3:19])[CH3:18])[CH2:12][CH3:13])=[N:27]2. The yield is 0.780. (8) The reactants are [Cl:1][C:2]1[C:7](F)=[CH:6][CH:5]=[CH:4][N:3]=1.[NH:9]1[CH:13]=[CH:12][CH:11]=[N:10]1.C([O-])([O-])=O.[K+].[K+].O. The catalyst is CN(C=O)C. The product is [Cl:1][C:2]1[C:7]([N:9]2[CH:13]=[CH:12][CH:11]=[N:10]2)=[CH:6][CH:5]=[CH:4][N:3]=1. The yield is 0.400.